Dataset: Peptide-MHC class II binding affinity with 134,281 pairs from IEDB. Task: Regression. Given a peptide amino acid sequence and an MHC pseudo amino acid sequence, predict their binding affinity value. This is MHC class II binding data. (1) The peptide sequence is VIDWLVSNQSVRNRQEGLY. The MHC is DRB1_1104 with pseudo-sequence DRB1_1104. The binding affinity (normalized) is 0.375. (2) The peptide sequence is ITVVLHKTSEPGKYTA. The MHC is DRB5_0101 with pseudo-sequence DRB5_0101. The binding affinity (normalized) is 0.296. (3) The peptide sequence is LKNCVDAKMTEEDKE. The MHC is DRB1_0301 with pseudo-sequence DRB1_0301. The binding affinity (normalized) is 0.194. (4) The peptide sequence is PGVKGHRGYPGLD. The MHC is DRB1_0401 with pseudo-sequence DRB1_0401. The binding affinity (normalized) is 0.452. (5) The peptide sequence is QGFIFFFLFNILTGK. The MHC is DRB1_0701 with pseudo-sequence DRB1_0701. The binding affinity (normalized) is 0.510. (6) The peptide sequence is LMTGGVTLVRKNRWL. The MHC is HLA-DQA10501-DQB10302 with pseudo-sequence HLA-DQA10501-DQB10302. The binding affinity (normalized) is 0. (7) The peptide sequence is DNSVNTRTKNLGRAD. The MHC is DRB1_0101 with pseudo-sequence DRB1_0101. The binding affinity (normalized) is 0.408. (8) The peptide sequence is KDGRKLVVPCRPQDELI. The MHC is DRB1_0701 with pseudo-sequence DRB1_0701. The binding affinity (normalized) is 0.203. (9) The peptide sequence is IIELFTAKGFTVQEM. The MHC is DRB1_0802 with pseudo-sequence DRB1_0802. The binding affinity (normalized) is 0.898. (10) The peptide sequence is NVTENFNMWKNNMVEQMH. The MHC is DRB1_0802 with pseudo-sequence DRB1_0802. The binding affinity (normalized) is 0.568.